Dataset: Full USPTO retrosynthesis dataset with 1.9M reactions from patents (1976-2016). Task: Predict the reactants needed to synthesize the given product. (1) The reactants are: [F:1][C:2]1[C:12]([F:13])=[C:11]([O:14][CH3:15])[CH:10]=[CH:9][C:3]=1[O:4][CH2:5][CH:6]1[CH2:8][O:7]1.[C:16]1([C:22]2[C:30]3[C:29]([N:31]4[CH2:36][CH2:35][CH:34]([NH2:37])[CH2:33][CH2:32]4)=[N:28][CH:27]=[N:26][C:25]=3[S:24][CH:23]=2)[CH:21]=[CH:20][CH:19]=[CH:18][CH:17]=1. Given the product [F:1][C:2]1[C:12]([F:13])=[C:11]([O:14][CH3:15])[CH:10]=[CH:9][C:3]=1[O:4][CH2:5][CH:6]([OH:7])[CH2:8][NH:37][CH:34]1[CH2:35][CH2:36][N:31]([C:29]2[C:30]3[C:22]([C:16]4[CH:21]=[CH:20][CH:19]=[CH:18][CH:17]=4)=[CH:23][S:24][C:25]=3[N:26]=[CH:27][N:28]=2)[CH2:32][CH2:33]1, predict the reactants needed to synthesize it. (2) Given the product [CH3:1][O:2][C:3]1[C:8]([C:9]2[C:10]3[CH:17]=[C:16]([CH2:18][O:19][C:20]4[CH:21]=[CH:22][C:23]([C@@H:26]([C:33]#[C:34][CH3:35])[CH2:27][C:28]([OH:30])=[O:29])=[CH:24][CH:25]=4)[CH:15]=[CH:14][C:11]=3[S:12][CH:13]=2)=[CH:7][CH:6]=[CH:5][N:4]=1, predict the reactants needed to synthesize it. The reactants are: [CH3:1][O:2][C:3]1[C:8]([C:9]2[C:10]3[CH:17]=[C:16]([CH2:18][O:19][C:20]4[CH:25]=[CH:24][C:23]([C@@H:26]([C:33]#[C:34][CH3:35])[CH2:27][C:28]([O:30]CC)=[O:29])=[CH:22][CH:21]=4)[CH:15]=[CH:14][C:11]=3[S:12][CH:13]=2)=[CH:7][CH:6]=[CH:5][N:4]=1.[Li+].[OH-].Cl. (3) Given the product [Br:1][C:2]1[CH:3]=[C:4]([S:11]([Cl:18])(=[O:14])=[O:12])[CH:5]=[C:6]([N+:8]([O-:10])=[O:9])[CH:7]=1, predict the reactants needed to synthesize it. The reactants are: [Br:1][C:2]1[CH:3]=[C:4]([S:11]([O-:14])(=O)=[O:12])[CH:5]=[C:6]([N+:8]([O-:10])=[O:9])[CH:7]=1.[Na+].P(Cl)(Cl)([Cl:18])=O.P(Cl)(Cl)(Cl)(Cl)Cl. (4) Given the product [N:1]1([C:7]2[N:12]=[C:11]([N:13]3[CH:14]4[CH2:20][CH2:19][CH:18]3[CH2:17][O:16][CH2:15]4)[N:10]=[C:9]([C:21]3[CH:27]=[CH:26][C:24]([NH:25][C:32]([NH:40][C:41]4[CH:42]=[N:43][CH:44]=[CH:45][CH:46]=4)=[O:38])=[CH:23][CH:22]=3)[N:8]=2)[CH2:2][CH2:3][O:4][CH2:5][CH2:6]1, predict the reactants needed to synthesize it. The reactants are: [N:1]1([C:7]2[N:12]=[C:11]([N:13]3[CH:18]4[CH2:19][CH2:20][CH:14]3[CH2:15][O:16][CH2:17]4)[N:10]=[C:9]([C:21]3[CH:27]=[CH:26][C:24]([NH2:25])=[CH:23][CH:22]=3)[N:8]=2)[CH2:6][CH2:5][O:4][CH2:3][CH2:2]1.ClC(Cl)(O[C:32](=[O:38])OC(Cl)(Cl)Cl)Cl.[NH2:40][C:41]1[CH:42]=[N:43][CH:44]=[CH:45][CH:46]=1. (5) Given the product [Br:17][C:9]1[O:8][C:4]2[N:5]=[CH:6][N:7]=[C:2]([NH2:1])[C:3]=2[C:10]=1[C:11]1[CH:16]=[CH:15][CH:14]=[CH:13][CH:12]=1, predict the reactants needed to synthesize it. The reactants are: [NH2:1][C:2]1[C:3]2[C:10]([C:11]3[CH:16]=[CH:15][CH:14]=[CH:13][CH:12]=3)=[CH:9][O:8][C:4]=2[N:5]=[CH:6][N:7]=1.[Br:17]N1C(=O)CCC1=O.C([O-])(=O)C.[K+]. (6) Given the product [C:1]([C:3]1[CH:8]=[CH:7][C:6]([N:9]([CH2:14][CH:15]([CH3:17])[CH3:16])[CH2:10][C:11]([NH:27][C:26]2[CH:28]=[CH:29][C:23]([F:22])=[CH:24][CH:25]=2)=[O:13])=[CH:5][C:4]=1[C:18]([F:21])([F:20])[F:19])#[N:2], predict the reactants needed to synthesize it. The reactants are: [C:1]([C:3]1[CH:8]=[CH:7][C:6]([N:9]([CH2:14][CH:15]([CH3:17])[CH3:16])[CH2:10][C:11]([OH:13])=O)=[CH:5][C:4]=1[C:18]([F:21])([F:20])[F:19])#[N:2].[F:22][C:23]1[CH:29]=[CH:28][C:26]([NH2:27])=[CH:25][CH:24]=1. (7) Given the product [CH3:15][O:14][C:13]1[CH:12]=[CH:11][C:10]([C@H:16]2[CH2:18][C@@H:17]2[C:19]([O:21][CH2:22][CH3:23])=[O:20])=[CH:9][C:8]=1[B:24]1[O:28][C:27]([CH3:30])([CH3:29])[C:26]([CH3:32])([CH3:31])[O:25]1, predict the reactants needed to synthesize it. The reactants are: O1CCOCC1.I[C:8]1[CH:9]=[C:10]([C@H:16]2[CH2:18][C@@H:17]2[C:19]([O:21][CH2:22][CH3:23])=[O:20])[CH:11]=[CH:12][C:13]=1[O:14][CH3:15].[B:24]1([B:24]2[O:28][C:27]([CH3:30])([CH3:29])[C:26]([CH3:32])([CH3:31])[O:25]2)[O:28][C:27]([CH3:30])([CH3:29])[C:26]([CH3:32])([CH3:31])[O:25]1.C([O-])(=O)C.[K+]. (8) Given the product [CH:1]1([NH:4][CH2:5][C@@H:7]2[NH:8][CH2:9][C@H:10]([OH:12])[CH2:11]2)[CH2:2][CH2:3]1, predict the reactants needed to synthesize it. The reactants are: [CH:1]1([NH:4][C:5]([C@H:7]2[CH2:11][C@@H:10]([OH:12])[CH2:9][NH:8]2)=O)[CH2:3][CH2:2]1.[H-].[H-].[H-].[H-].[Li+].[Al+3]. (9) Given the product [O:24]1[CH2:25][CH:19]([C:18]2[C:12]3[S:11][C:10]([NH:9][C:7](=[O:8])[C:6]4[CH:5]=[CH:4][C:3]([CH2:2][N:30]5[CH2:34][CH2:33][CH2:32][CH2:31]5)=[CH:29][CH:28]=4)=[N:14][C:13]=3[C:15]([O:26][CH3:27])=[CH:16][CH:17]=2)[CH2:20][O:21][CH2:22][CH2:23]1, predict the reactants needed to synthesize it. The reactants are: Cl[CH2:2][C:3]1[CH:29]=[CH:28][C:6]([C:7]([NH:9][C:10]2[S:11][C:12]3[C:18]([CH:19]4[CH2:25][O:24][CH2:23][CH2:22][O:21][CH2:20]4)=[CH:17][CH:16]=[C:15]([O:26][CH3:27])[C:13]=3[N:14]=2)=[O:8])=[CH:5][CH:4]=1.[NH:30]1[CH2:34][CH2:33][CH2:32][CH2:31]1.COC1C2N=C(NC(=O)C3C=CC(CN4CCCC4)=CC=3)SC=2C(C2C=CC=CC=2)=CC=1. (10) The reactants are: [CH3:1][O:2][C:3]1[CH:4]=[C:5]([C:9]2([C:21]#[N:22])[CH2:14][CH2:13][N:12]([C:15]3[N:20]=[CH:19][CH:18]=[CH:17][N:16]=3)[CH2:11][CH2:10]2)[CH:6]=[CH:7][CH:8]=1.[Br:23]N1C(=O)CCC1=O.C(=O)([O-])O.[Na+]. Given the product [Br:23][C:18]1[CH:19]=[N:20][C:15]([N:12]2[CH2:11][CH2:10][C:9]([C:5]3[CH:6]=[CH:7][CH:8]=[C:3]([O:2][CH3:1])[CH:4]=3)([C:21]#[N:22])[CH2:14][CH2:13]2)=[N:16][CH:17]=1, predict the reactants needed to synthesize it.